This data is from Forward reaction prediction with 1.9M reactions from USPTO patents (1976-2016). The task is: Predict the product of the given reaction. Given the reactants BrCCBr.Cl[Si](C)(C)C.Br[CH2:11][C:12]1[C:20]2[O:19][C:18]([CH:21]([CH3:23])[CH3:22])=[CH:17][C:16]=2[CH:15]=[C:14]([Cl:24])[CH:13]=1.Br[C:26]1[O:30][C:29]([C:31]([O:33][CH3:34])=[O:32])=[CH:28][CH:27]=1, predict the reaction product. The product is: [Cl:24][C:14]1[CH:13]=[C:12]([CH2:11][C:26]2[O:30][C:29]([C:31]([O:33][CH3:34])=[O:32])=[CH:28][CH:27]=2)[C:20]2[O:19][C:18]([CH:21]([CH3:23])[CH3:22])=[CH:17][C:16]=2[CH:15]=1.